Task: Predict the reactants needed to synthesize the given product.. Dataset: Full USPTO retrosynthesis dataset with 1.9M reactions from patents (1976-2016) (1) Given the product [C:1]1([C:7]2[O:11][C:10]([CH2:12][C:13]3[CH:14]=[CH:15][C:16]([O:19][CH2:32][C@H:28]4[CH2:29][CH2:30][CH2:31][NH:27]4)=[CH:17][CH:18]=3)=[CH:9][CH:8]=2)[CH:2]=[CH:3][CH:4]=[CH:5][CH:6]=1, predict the reactants needed to synthesize it. The reactants are: [C:1]1([C:7]2[O:11][C:10]([CH2:12][C:13]3[CH:18]=[CH:17][C:16]([OH:19])=[CH:15][CH:14]=3)=[CH:9][CH:8]=2)[CH:6]=[CH:5][CH:4]=[CH:3][CH:2]=1.C(OC([N:27]1[CH2:31][CH2:30][CH2:29][C@@H:28]1[CH2:32]OS(C1C=CC(C)=CC=1)(=O)=O)=O)(C)(C)C. (2) Given the product [Br:1][C:2]1[CH:3]=[N:4][N:5]([CH:14]2[CH2:27][C:16]3([CH2:19][N:18]([C:20]([O:22][C:23]([CH3:25])([CH3:24])[CH3:26])=[O:21])[CH2:17]3)[CH2:15]2)[CH:6]=1, predict the reactants needed to synthesize it. The reactants are: [Br:1][C:2]1[CH:3]=[N:4][NH:5][CH:6]=1.[H-].[Na+].CS(O[CH:14]1[CH2:27][C:16]2([CH2:19][N:18]([C:20]([O:22][C:23]([CH3:26])([CH3:25])[CH3:24])=[O:21])[CH2:17]2)[CH2:15]1)(=O)=O.[NH4+].[Cl-]. (3) Given the product [C@@H:8]1([N:10]2[C:19]3[N:18]=[CH:17][N:16]=[C:14]([NH2:15])[C:13]=3[N:12]=[CH:11]2)[O:9][C@H:5]([CH2:4][S:27][CH2:26][CH2:25][C@@H:24]([C:28]([OH:30])=[O:29])[NH2:23])[C@@H:6]([OH:21])[C@H:7]1[OH:20], predict the reactants needed to synthesize it. The reactants are: Cl.ClC[CH:4](O)[C@H:5]1[O:9][C@@H:8]([N:10]2[C:19]3[N:18]=[CH:17][N:16]=[C:14]([NH2:15])[C:13]=3[N:12]=[CH:11]2)[C@H:7]([OH:20])[C@@H:6]1[OH:21].[NH2:23][C@H:24]([C:28]([OH:30])=[O:29])[CH2:25][CH2:26][SH:27].[I-].[K+].